Dataset: Catalyst prediction with 721,799 reactions and 888 catalyst types from USPTO. Task: Predict which catalyst facilitates the given reaction. (1) Reactant: [Cl:1][C:2]1[CH:3]=[C:4]([C@@H:8]2[C@@H:13]([C:14]3[CH:19]=[CH:18][C:17]([Cl:20])=[CH:16][CH:15]=3)[N:12]([C@@H:21]([CH2:31][CH3:32])[CH2:22][N:23]([CH3:30])[S:24]([CH:27]3[CH2:29][CH2:28]3)(=[O:26])=[O:25])[C:11](=[O:33])[C@:10]([C@H:35]([CH3:40])[C:36]([O:38]C)=[O:37])([CH3:34])[CH2:9]2)[CH:5]=[CH:6][CH:7]=1.[OH-].[Li+].Cl. Product: [Cl:1][C:2]1[CH:3]=[C:4]([C@@H:8]2[C@@H:13]([C:14]3[CH:15]=[CH:16][C:17]([Cl:20])=[CH:18][CH:19]=3)[N:12]([C@@H:21]([CH2:31][CH3:32])[CH2:22][N:23]([CH3:30])[S:24]([CH:27]3[CH2:28][CH2:29]3)(=[O:25])=[O:26])[C:11](=[O:33])[C@:10]([CH:35]([CH3:40])[C:36]([OH:38])=[O:37])([CH3:34])[CH2:9]2)[CH:5]=[CH:6][CH:7]=1. The catalyst class is: 200. (2) Reactant: [Br:1][C:2]1[CH:3]=[C:4]([S:8][CH3:9])[CH:5]=[CH:6][CH:7]=1.ClC1C=C(C=CC=1)C(OO)=[O:15]. Product: [Br:1][C:2]1[CH:7]=[CH:6][CH:5]=[C:4]([S:8]([CH3:9])=[O:15])[CH:3]=1. The catalyst class is: 2. (3) Reactant: Cl.[N:2]1[N:3]=[CH:4][N:5]2[CH:10]=[CH:9][N:8]=[C:7]([N:11]3[CH2:15][CH2:14][C@H:13]([NH2:16])[CH2:12]3)[C:6]=12.[C:17]1([N:23]2[CH:27]=[N:26][C:25]([C:28](O)=[O:29])=[N:24]2)[CH:22]=[CH:21][CH:20]=[CH:19][CH:18]=1.C(N(CC)C(C)C)C.CN(C(ON1N=NC2C=CC=NC1=2)=[N+](C)C)C.F[P-](F)(F)(F)(F)F. Product: [N:2]1[N:3]=[CH:4][N:5]2[CH:10]=[CH:9][N:8]=[C:7]([N:11]3[CH2:15][CH2:14][C@H:13]([NH:16][C:28]([C:25]4[N:26]=[CH:27][N:23]([C:17]5[CH:18]=[CH:19][CH:20]=[CH:21][CH:22]=5)[N:24]=4)=[O:29])[CH2:12]3)[C:6]=12. The catalyst class is: 39.